Task: Predict the reaction yield, written as a fraction of the theoretical maximum amount of product (1.0 means a 100% yield; for example, 0.34 means a 34% yield).. Dataset: Reaction yield outcomes from USPTO patents with 853,638 reactions (1) The reactants are [NH2:1][CH:2]1[CH2:7][CH2:6][N:5]([CH2:8][CH2:9][N:10]2[C:15]3[CH:16]=[C:17]([C:20]#[N:21])[CH:18]=[CH:19][C:14]=3[O:13][CH2:12][C:11]2=[O:22])[CH2:4][CH2:3]1.[F:23][C:24]1[CH:29]=[CH:28][C:27]([F:30])=[CH:26][C:25]=1/[CH:31]=[CH:32]/[CH:33]=O.C([BH3-])#N.[Na+]. The catalyst is ClCCl.CO. The product is [F:23][C:24]1[CH:29]=[CH:28][C:27]([F:30])=[CH:26][C:25]=1/[CH:31]=[CH:32]/[CH2:33][NH:1][CH:2]1[CH2:7][CH2:6][N:5]([CH2:8][CH2:9][N:10]2[C:15]3[CH:16]=[C:17]([C:20]#[N:21])[CH:18]=[CH:19][C:14]=3[O:13][CH2:12][C:11]2=[O:22])[CH2:4][CH2:3]1. The yield is 0.250. (2) The reactants are [CH3:1][N:2]1[C:10]2[C:5](=[CH:6][CH:7]=[CH:8][CH:9]=2)[CH:4]=[C:3]1[C:11]1[S:15][C:14]([NH2:16])=[N:13][CH:12]=1.[Cl:17][C:18]1[CH:26]=[CH:25][CH:24]=[CH:23][C:19]=1[C:20](Cl)=[O:21].CCN(C(C)C)C(C)C. The catalyst is C(Cl)Cl.CN(C1C=CN=CC=1)C. The product is [Cl:17][C:18]1[CH:26]=[CH:25][CH:24]=[CH:23][C:19]=1[C:20]([NH:16][C:14]1[S:15][C:11]([C:3]2[N:2]([CH3:1])[C:10]3[C:5]([CH:4]=2)=[CH:6][CH:7]=[CH:8][CH:9]=3)=[CH:12][N:13]=1)=[O:21]. The yield is 0.970.